This data is from Experimentally validated miRNA-target interactions with 360,000+ pairs, plus equal number of negative samples. The task is: Binary Classification. Given a miRNA mature sequence and a target amino acid sequence, predict their likelihood of interaction. (1) Result: 0 (no interaction). The protein sequence of the target gene is MAPPGPASALSTSAEPLSRSIFRKFLLMLCSLLTSLYVFYCLAERCQTLSGPVVGLSGGGEEAGAPGGGVLAGGPRELAVWPAAAQRKRLLQLPQWRRRRPPAPRDDGEEAAWEEESPGLSGGPGGSGAGSTVAEAPPGTLALLLDEGSKQLPQAIIIGVKKGGTRALLEFLRVHPDVRAVGAEPHFFDRSYDKGLAWYRDLMPRTLDGQITMEKTPSYFVTREAPARISAMSKDTKLIVVVRDPVTRAISDYTQTLSKRPDIPTFESLTFKNRTAGLIDTSWSAIQIGIYAKHLEHWLR.... The miRNA is rno-miR-383-5p with sequence CAGAUCAGAAGGUGACUGUGG. (2) The miRNA is hsa-miR-3941 with sequence UUACACACAACUGAGGAUCAUA. The protein sequence of the target gene is MQLEIKVALNFIISYLYNKLPRRRADLFGEELERLLKKKYEGHWYPEKPLKGSGFRCVHIGEMVDPVVELAAKRSGLAVEDVRANVPEELSVWIDPFEVSYQIGEKGAVKVLYLDDSEGCGAPELDKEIKSSFNPDAQVFVPIGSQDSSLSNSPSPSFGQSPSPTFIPRSAQPITFTTASFAATKFGSTKMKKGGGAASGGGVASSGAGGQQPPQQPRMARSPTNSLLKHKSLSLSMHSLNFITANPAPQSQLSPNAKEFVYNGGGSPSLFFDAADGQGSGTPGPFGGSGAGTCNSSSFD.... Result: 1 (interaction).